From a dataset of Full USPTO retrosynthesis dataset with 1.9M reactions from patents (1976-2016). Predict the reactants needed to synthesize the given product. (1) Given the product [Cl:1][C:2]1[N:7]=[C:6]([C:8]([NH:16][CH2:14][CH3:15])=[O:9])[CH:5]=[C:4]([Cl:11])[N:3]=1, predict the reactants needed to synthesize it. The reactants are: [Cl:1][C:2]1[N:7]=[C:6]([C:8](Cl)=[O:9])[CH:5]=[C:4]([Cl:11])[N:3]=1.[H-].[Na+].[CH2:14]([NH2:16])[CH3:15].C(O)(=O)C. (2) Given the product [ClH:21].[NH:8]1[CH2:9][CH2:10][CH:11]([CH2:14][N:15]2[CH2:19][CH2:18][CH2:17][C:16]2=[O:20])[CH2:12][CH2:13]1, predict the reactants needed to synthesize it. The reactants are: C(OC([N:8]1[CH2:13][CH2:12][CH:11]([CH2:14][N:15]2[CH2:19][CH2:18][CH2:17][C:16]2=[O:20])[CH2:10][CH2:9]1)=O)(C)(C)C.[ClH:21]. (3) Given the product [CH3:33][C:4]1([CH3:34])[C:3](=[O:2])[CH2:20][CH2:19][C@@:18]2([CH3:21])[CH:5]1[C@@H:6]([CH2:31][OH:32])[C@@H:7]([OH:30])[C@@H:8]1[C@@H:17]2[CH2:16][CH2:15][C@@:13]2([CH3:14])[C@H:9]1[CH2:10][CH2:11][C@@H:12]2[OH:22], predict the reactants needed to synthesize it. The reactants are: C1CO[C:3]2([CH2:20][CH2:19][C@@:18]3([CH3:21])[CH:5]([C@@H:6]([CH2:31][OH:32])[C:7](=[O:30])[C@@H:8]4[C@@H:17]3[CH2:16][CH2:15][C@@:13]3([CH3:14])[C@H:9]4[CH2:10][CH2:11][C@@H:12]3[O:22][Si](C(C)(C)C)(C)C)[C:4]2([CH3:34])[CH3:33])[O:2]1. (4) Given the product [CH:1]1([N:2]2[C:11]3[N:10]=[CH:9][N:8]=[C:7]([N:12]4[CH2:13][CH2:14][CH:15]([N:18]5[C:22]6[CH:23]=[CH:24][CH:25]=[CH:26][C:21]=6[NH:20][C:19]5=[O:27])[CH2:16][CH2:17]4)[C:6]=3[N:5]=[C:4]([O:28][CH3:29])[C:3]2=[O:30])[CH2:41][CH2:32]1, predict the reactants needed to synthesize it. The reactants are: [CH3:1][N:2]1[C:11]2[N:10]=[CH:9][N:8]=[C:7]([N:12]3[CH2:17][CH2:16][CH:15]([N:18]4[C:22]5[CH:23]=[CH:24][CH:25]=[CH:26][C:21]=5[NH:20][C:19]4=[O:27])[CH2:14][CH2:13]3)[C:6]=2[N:5]=[C:4]([O:28][CH3:29])[C:3]1=[O:30].Cl[C:32]1[C:41]2N=C(OC)C(=O)N(C3CC3)C=2N=CN=1.N1CCC(N2C3C=CC=CC=3NC2=O)CC1.C(N(CC)CC)C. (5) Given the product [F:1][C:2]1[CH:3]=[C:4]([C:25]2[C:26]([CH3:40])=[CH:27][C:28]([O:31][CH2:32][C:33]3([C:37]([OH:39])=[O:38])[CH2:36][CH2:35][CH2:34]3)=[N:29][CH:30]=2)[CH:5]=[CH:6][C:7]=1[C:8]1[NH:12][C:11]([C:13]([F:14])([F:16])[F:15])=[CH:10][N:9]=1, predict the reactants needed to synthesize it. The reactants are: [F:1][C:2]1[CH:3]=[C:4]([C:25]2[C:26]([CH3:40])=[CH:27][C:28]([O:31][CH2:32][C:33]3([C:37]([OH:39])=[O:38])[CH2:36][CH2:35][CH2:34]3)=[N:29][CH:30]=2)[CH:5]=[CH:6][C:7]=1[C:8]1[N:9](COCC[Si](C)(C)C)[CH:10]=[C:11]([C:13]([F:16])([F:15])[F:14])[N:12]=1. (6) The reactants are: COC1C=C(OC)C=CC=1C[O:6][N:7]1[C:12](=[O:13])[C:11]2[O:14][C:15]3[CH:20]=[CH:19][CH:18]=[CH:17][C:16]=3[C:10]=2[NH:9][C:8]1=[O:21].[CH2:28](Br)[C:29]1[CH:34]=[CH:33][CH:32]=[CH:31][CH:30]=1. Given the product [CH2:28]([N:9]1[C:10]2[C:16]3[CH:17]=[CH:18][CH:19]=[CH:20][C:15]=3[O:14][C:11]=2[C:12](=[O:13])[N:7]([OH:6])[C:8]1=[O:21])[C:29]1[CH:34]=[CH:33][CH:32]=[CH:31][CH:30]=1, predict the reactants needed to synthesize it. (7) Given the product [CH3:4][C:5]1[CH:10]=[CH:9][CH:8]=[C:7]([CH3:11])[C:6]=1[NH:12][C:13]([NH:15][C:16]1[C:17]([C:26]([N:28]([CH2:35][C:36]2[CH:41]=[CH:40][CH:39]=[CH:38][N:37]=2)[CH2:29][C:30]([OH:32])=[O:31])=[O:27])=[CH:18][C:19]2[C:24]([CH:25]=1)=[CH:23][CH:22]=[CH:21][CH:20]=2)=[O:14], predict the reactants needed to synthesize it. The reactants are: O.[OH-].[Li+].[CH3:4][C:5]1[CH:10]=[CH:9][CH:8]=[C:7]([CH3:11])[C:6]=1[NH:12][C:13]([NH:15][C:16]1[C:17]([C:26]([N:28]([CH2:35][C:36]2[CH:41]=[CH:40][CH:39]=[CH:38][N:37]=2)[CH2:29][C:30]([O:32]CC)=[O:31])=[O:27])=[CH:18][C:19]2[C:24]([CH:25]=1)=[CH:23][CH:22]=[CH:21][CH:20]=2)=[O:14].O.Cl.